Dataset: Forward reaction prediction with 1.9M reactions from USPTO patents (1976-2016). Task: Predict the product of the given reaction. (1) Given the reactants O1CCCC1.[CH2:6]([O:10][C:11]1[CH:12]=[C:13]([CH2:17][C:18](Cl)=[N:19][OH:20])[CH:14]=[CH:15][CH:16]=1)[CH2:7][CH2:8][CH3:9].[C:22]([C:24]1[C:25]([NH2:30])=[N:26][CH:27]=[CH:28][CH:29]=1)#[CH:23].C(N(CC)CC)C, predict the reaction product. The product is: [CH2:6]([O:10][C:11]1[CH:12]=[C:13]([CH:14]=[CH:15][CH:16]=1)[CH2:17][C:18]1[CH:23]=[C:22]([C:24]2[C:25]([NH2:30])=[N:26][CH:27]=[CH:28][CH:29]=2)[O:20][N:19]=1)[CH2:7][CH2:8][CH3:9]. (2) Given the reactants CC1(C)[N:6]2[C:7](=[O:12])[C:8]([CH3:11])([CH3:10])[CH2:9][CH:5]2[CH2:4][O:3]1.C1(C)C=CC(S(O)(=O)=O)=CC=1, predict the reaction product. The product is: [OH:3][CH2:4][C@H:5]1[NH:6][C:7](=[O:12])[C:8]([CH3:11])([CH3:10])[CH2:9]1.